This data is from Peptide-MHC class I binding affinity with 185,985 pairs from IEDB/IMGT. The task is: Regression. Given a peptide amino acid sequence and an MHC pseudo amino acid sequence, predict their binding affinity value. This is MHC class I binding data. (1) The binding affinity (normalized) is 0.0847. The MHC is HLA-B48:01 with pseudo-sequence HLA-B48:01. The peptide sequence is RVRRLNWAA. (2) The binding affinity (normalized) is 0.0847. The MHC is HLA-A02:01 with pseudo-sequence HLA-A02:01. The peptide sequence is EIKSLFNTI.